This data is from Retrosynthesis with 50K atom-mapped reactions and 10 reaction types from USPTO. The task is: Predict the reactants needed to synthesize the given product. (1) Given the product COc1ccc(C2OCCNC2C)cc1, predict the reactants needed to synthesize it. The reactants are: COc1ccc(C2OCC(=O)NC2C)cc1. (2) The reactants are: CCC(=O)c1cc2cc(OC)ccc2n1COC.CCOC(C)=O. Given the product C=C(CC)c1cc2cc(OC)ccc2n1COC, predict the reactants needed to synthesize it. (3) Given the product O=C1CCc2cc(N3CCCCCC3)ccc21, predict the reactants needed to synthesize it. The reactants are: C1CCCNCC1.O=C1CCc2cc(F)ccc21. (4) Given the product O=C(O)c1ccc(-c2ccnc(Nc3cccnc3)n2)s1, predict the reactants needed to synthesize it. The reactants are: CCOC(=O)c1ccc(-c2ccnc(Nc3cccnc3)n2)s1.